This data is from Full USPTO retrosynthesis dataset with 1.9M reactions from patents (1976-2016). The task is: Predict the reactants needed to synthesize the given product. (1) The reactants are: C(C=P(CCCC)(CCCC)CCCC)#N.[CH2:17]([O:24][C:25]1[CH:42]=[CH:41][C:28]([C:29]([NH:31][CH2:32][C@H:33]2[CH2:38][CH2:37][C@@H:36]([CH2:39][OH:40])[CH2:35][CH2:34]2)=[O:30])=[CH:27][CH:26]=1)[C:18]1[CH:23]=[CH:22][CH:21]=[CH:20][CH:19]=1.[CH3:43][O:44][C:45]1[CH:50]=[CH:49][C:48](O)=[CH:47][CH:46]=1. Given the product [CH2:17]([O:24][C:25]1[CH:26]=[CH:27][C:28]([C:29]([NH:31][CH2:32][C@H:33]2[CH2:38][CH2:37][C@@H:36]([CH2:39][O:40][C:48]3[CH:49]=[CH:50][C:45]([O:44][CH3:43])=[CH:46][CH:47]=3)[CH2:35][CH2:34]2)=[O:30])=[CH:41][CH:42]=1)[C:18]1[CH:19]=[CH:20][CH:21]=[CH:22][CH:23]=1, predict the reactants needed to synthesize it. (2) Given the product [F:17][C:3]1[C:4]([CH2:5][OH:6])=[CH:14][CH:15]=[CH:16][C:2]=1[N:18]1[CH2:23][CH2:22][CH:21]([C:24]([O:26][CH2:27][CH3:28])=[O:25])[CH2:20][CH2:19]1, predict the reactants needed to synthesize it. The reactants are: Br[C:2]1[C:3]([F:17])=[C:4]([CH:14]=[CH:15][CH:16]=1)[CH2:5][O:6][Si](C(C)(C)C)(C)C.[NH:18]1[CH2:23][CH2:22][CH:21]([C:24]([O:26][CH2:27][CH3:28])=[O:25])[CH2:20][CH2:19]1.C1C=CC(P(C2C(C3C(P(C4C=CC=CC=4)C4C=CC=CC=4)=CC=C4C=3C=CC=C4)=C3C(C=CC=C3)=CC=2)C2C=CC=CC=2)=CC=1.C(=O)([O-])[O-].[Cs+].[Cs+]. (3) Given the product [Cl:11][C:8]1[CH:7]=[C:3]2[C:2](=[CH:10][CH:9]=1)[N:1]=[C:18]([CH:12]1[CH2:13][CH2:14][CH2:15][CH2:16][CH2:17]1)[N:6]=[C:4]2[N:24]1[CH2:23][CH2:22][N:21]([C:27]([O:29][CH2:30][CH3:31])=[O:28])[CH2:26][CH2:25]1, predict the reactants needed to synthesize it. The reactants are: [NH2:1][C:2]1[CH:10]=[CH:9][C:8]([Cl:11])=[CH:7][C:3]=1[C:4]([NH2:6])=O.[CH:12]1([C:18](Cl)=O)[CH2:17][CH2:16][CH2:15][CH2:14][CH2:13]1.[N:21]1([C:27]([O:29][CH2:30][CH3:31])=[O:28])[CH2:26][CH2:25][NH:24][CH2:23][CH2:22]1. (4) Given the product [Br:13][C:10]1[CH:11]=[CH:12][C:7]([C:21]([OH:20])([CH3:22])[CH3:1])=[C:8]([Cl:14])[CH:9]=1, predict the reactants needed to synthesize it. The reactants are: [CH3:1][Mg]Br.COC(=O)[C:7]1[CH:12]=[CH:11][C:10]([Br:13])=[CH:9][C:8]=1[Cl:14].[Cl-].[NH4+].CC[O:20][CH2:21][CH3:22].